This data is from Reaction yield outcomes from USPTO patents with 853,638 reactions. The task is: Predict the reaction yield, written as a fraction of the theoretical maximum amount of product (1.0 means a 100% yield; for example, 0.34 means a 34% yield). The reactants are [Br:1][C:2]1[CH:7]=[C:6]([CH3:8])[CH:5]=[C:4]([CH2:9]Br)[CH:3]=1.[C-:11]#[N:12].[K+]. The catalyst is C(O)C. The product is [Br:1][C:2]1[CH:3]=[C:4]([CH:5]=[C:6]([CH3:8])[CH:7]=1)[CH2:9][C:11]#[N:12]. The yield is 0.390.